From a dataset of TCR-epitope binding with 47,182 pairs between 192 epitopes and 23,139 TCRs. Binary Classification. Given a T-cell receptor sequence (or CDR3 region) and an epitope sequence, predict whether binding occurs between them. (1) Result: 1 (the TCR binds to the epitope). The epitope is YLQPRTFLL. The TCR CDR3 sequence is CASSASYYEQYF. (2) The epitope is ATDALMTGY. The TCR CDR3 sequence is CASSVATLNTGELFF. Result: 1 (the TCR binds to the epitope). (3) The epitope is ATVVIGTSK. The TCR CDR3 sequence is CASSPGLFMNTEAFF. Result: 1 (the TCR binds to the epitope).